This data is from Forward reaction prediction with 1.9M reactions from USPTO patents (1976-2016). The task is: Predict the product of the given reaction. (1) Given the reactants [C:1]1([CH:7]([OH:10])[C:8]#[CH:9])[CH:6]=[CH:5][CH:4]=[CH:3][CH:2]=1.Cl/[C:12](=[N:18]\[OH:19])/[C:13]([O:15][CH2:16][CH3:17])=[O:14].C(=O)([O-])O.[Na+], predict the reaction product. The product is: [OH:10][CH:7]([C:1]1[CH:6]=[CH:5][CH:4]=[CH:3][CH:2]=1)[C:8]1[O:19][N:18]=[C:12]([C:13]([O:15][CH2:16][CH3:17])=[O:14])[CH:9]=1. (2) Given the reactants C(O)(=O)C.[CH2:5]([O:9][C:10]1[CH:15]=[CH:14][CH:13]=[C:12](/[CH:16]=[CH:17]/[N+:18]([O-:20])=[O:19])[CH:11]=1)[CH2:6][CH2:7][CH3:8].[BH4-].[Na+], predict the reaction product. The product is: [CH2:5]([O:9][C:10]1[CH:15]=[CH:14][CH:13]=[C:12]([CH2:16][CH2:17][N+:18]([O-:20])=[O:19])[CH:11]=1)[CH2:6][CH2:7][CH3:8]. (3) Given the reactants [C:1]([O:4][C:5]1[CH:10]=[CH:9][C:8]([NH:11][C:12](=[O:14])[CH3:13])=[C:7]([OH:15])[CH:6]=1)(=[O:3])[CH3:2].[N+](C1C=C(S(O[CH2:29][C@@H:30]2[CH2:32][O:31]2)(=O)=O)C=CC=1)([O-])=O.C([O-])([O-])=O.[Cs+].[Cs+], predict the reaction product. The product is: [C:1]([O:4][C:5]1[CH:10]=[CH:9][C:8]([NH:11][C:12](=[O:14])[CH3:13])=[C:7]([O:15][CH2:29][C@@H:30]2[CH2:32][O:31]2)[CH:6]=1)(=[O:3])[CH3:2].